Dataset: Blood-brain barrier permeability classification from the B3DB database. Task: Regression/Classification. Given a drug SMILES string, predict its absorption, distribution, metabolism, or excretion properties. Task type varies by dataset: regression for continuous measurements (e.g., permeability, clearance, half-life) or binary classification for categorical outcomes (e.g., BBB penetration, CYP inhibition). Dataset: b3db_classification. (1) The compound is Clc1ccc(CO/N=C(\Cn2ccnc2)c2ccc(Cl)cc2Cl)c(Cl)c1. The result is 0 (does not penetrate BBB). (2) The drug is CNS(=O)(=O)Cc1ccc2[nH]cc(CCN(C)C)c2c1. The result is 1 (penetrates BBB). (3) The molecule is NCC1OC(OC2C(N)CC(NC(CO)CO)C(OC3OC(CO)C(O)C(N)C3O)C2O)C(N)C(O)C1O. The result is 0 (does not penetrate BBB). (4) The compound is C=CCC1(C(C)CCC)C(=O)NC(=S)NC1=O. The result is 1 (penetrates BBB). (5) The compound is OC(CN1CN=CN1)(CN1CN=CN1)c1ccc(F)cc1F. The result is 1 (penetrates BBB). (6) The molecule is Cc1ncc2n1-c1ccc(Cl)cc1C(c1ccccc1F)=N[C@@H]2O. The result is 1 (penetrates BBB). (7) The compound is CC(C)C[C@H]1C(=O)N2CCCC2[C@]2(O)O[C@](NC(=O)[C@@H]3C=C4c5cccc6[nH]c(Br)c(c56)C[C@H]4N(C)C3)(C(C)C)C(=O)N12. The result is 0 (does not penetrate BBB). (8) The molecule is CO[C@H]1C=CO[C@@]2(C)Oc3c(C)c(O)c4c(O)c(c(/C=N\N5CCN(C6CCCC6)CC5)c(O)c4c3C2=O)NC(=O)C(C)=CC=C[C@H](C)[C@H](O)[C@@H](C)[C@@H](O)[C@@H](C)[C@H](OC(C)=O)[C@@H]1C. The result is 0 (does not penetrate BBB).